Dataset: Full USPTO retrosynthesis dataset with 1.9M reactions from patents (1976-2016). Task: Predict the reactants needed to synthesize the given product. (1) Given the product [CH:1]1([N:6]2[CH2:12][C:11]([F:13])([F:14])[C:10](=[O:15])[N:9]([CH3:16])[C:8]3[CH:17]=[N:18][C:19]([NH:21][C:22]4[CH:30]=[CH:29][C:25]([C:26]([NH:66][C@H:67]5[C@H:68]([OH:72])[CH2:69][NH:70][CH2:71]5)=[O:28])=[CH:24][C:23]=4[O:31][CH3:32])=[N:20][C:7]2=3)[CH2:2][CH2:3][CH2:4][CH2:5]1, predict the reactants needed to synthesize it. The reactants are: [CH:1]1([N:6]2[CH2:12][C:11]([F:14])([F:13])[C:10](=[O:15])[N:9]([CH3:16])[C:8]3[CH:17]=[N:18][C:19]([NH:21][C:22]4[CH:30]=[CH:29][C:25]([C:26]([OH:28])=O)=[CH:24][C:23]=4[O:31][CH3:32])=[N:20][C:7]2=3)[CH2:5][CH2:4][CH2:3][CH2:2]1.F[P-](F)(F)(F)(F)F.CN(C(N(C)C)=[N+]1C2C(=NC=CC=2)[N+]([O-])=N1)C.C(N(C(C)C)C(C)C)C.[NH2:66][C@@H:67]1[CH2:71][NH:70][CH2:69][C@H:68]1[OH:72]. (2) Given the product [Cl:16][C:13]1[CH:14]=[CH:15][C:10]([C:9]#[C:8][C:5]2[CH:6]=[CH:7][C:2]([CH:21]=[O:20])=[CH:3][CH:4]=2)=[CH:11][CH:12]=1, predict the reactants needed to synthesize it. The reactants are: Br[C:2]1[CH:7]=[CH:6][C:5](/[CH:8]=[C:9](\Cl)/[C:10]2[CH:15]=[CH:14][C:13]([Cl:16])=[CH:12][CH:11]=2)=[CH:4][CH:3]=1.[OH-].[K+].[O:20]1CCOC[CH2:21]1.